Dataset: Full USPTO retrosynthesis dataset with 1.9M reactions from patents (1976-2016). Task: Predict the reactants needed to synthesize the given product. Given the product [CH3:1][C:2]1[CH:3]=[C:4]([O:15][C:16]2[C:25]3[C:20](=[CH:21][C:22]([O:28][CH2:55][CH:52]([CH2:53][OH:54])[CH2:51][OH:50])=[C:23]([O:26][CH3:27])[CH:24]=3)[N:19]=[CH:18][CH:17]=2)[C:5]([C:9]2[CH:14]=[CH:13][CH:12]=[CH:11][N:10]=2)=[N:6][C:7]=1[CH3:8], predict the reactants needed to synthesize it. The reactants are: [CH3:1][C:2]1[CH:3]=[C:4]([O:15][C:16]2[C:25]3[C:20](=[CH:21][C:22]([OH:28])=[C:23]([O:26][CH3:27])[CH:24]=3)[N:19]=[CH:18][CH:17]=2)[C:5]([C:9]2[CH:14]=[CH:13][CH:12]=[CH:11][N:10]=2)=[N:6][C:7]=1[CH3:8].C1(P(C2C=CC=CC=2)C2C=CC=CC=2)C=CC=CC=1.CC1(C)[O:54][CH2:53][CH:52]([CH2:55]O)[CH2:51][O:50]1.CCOC(/N=N/C(OCC)=O)=O.S(=O)(=O)(O)O.[OH-].[Na+].